This data is from Forward reaction prediction with 1.9M reactions from USPTO patents (1976-2016). The task is: Predict the product of the given reaction. The product is: [OH:15][N:14]=[CH:6][C:5]1[CH:8]=[CH:9][C:2]([CH3:1])=[C:3]([N+:10]([O-:12])=[O:11])[CH:4]=1. Given the reactants [CH3:1][C:2]1[CH:9]=[CH:8][C:5]([CH:6]=O)=[CH:4][C:3]=1[N+:10]([O-:12])=[O:11].Cl.[NH2:14][OH:15].C(O)C.C([O-])(=O)C.[Na+], predict the reaction product.